From a dataset of Catalyst prediction with 721,799 reactions and 888 catalyst types from USPTO. Predict which catalyst facilitates the given reaction. (1) Reactant: Cl[C:2]1[N:7]=[C:6]([C:8]2[N:12]3[CH:13]=[CH:14][CH:15]=[CH:16][C:11]3=[N:10][C:9]=2[C:17]2[CH:18]=[CH:19][C:20]([O:34][CH2:35][CH3:36])=[C:21]([CH:33]=2)[C:22]([NH:24][C:25]2[C:30]([F:31])=[CH:29][CH:28]=[CH:27][C:26]=2[F:32])=[O:23])[CH:5]=[CH:4][N:3]=1.[CH2:37]([O:39][C:40]1[CH:46]=[C:45]([N:47]2[CH2:52][CH2:51][N:50]([CH2:53][CH2:54][S:55]([CH3:58])(=[O:57])=[O:56])[CH2:49][CH2:48]2)[CH:44]=[CH:43][C:41]=1[NH2:42])[CH3:38].C1(C)C=CC(S(O)(=O)=O)=CC=1.C[O-].[Na+]. Product: [F:32][C:26]1[CH:27]=[CH:28][CH:29]=[C:30]([F:31])[C:25]=1[NH:24][C:22](=[O:23])[C:21]1[CH:33]=[C:17]([C:9]2[N:10]=[C:11]3[CH:16]=[CH:15][CH:14]=[CH:13][N:12]3[C:8]=2[C:6]2[CH:5]=[CH:4][N:3]=[C:2]([NH:42][C:41]3[CH:43]=[CH:44][C:45]([N:47]4[CH2:52][CH2:51][N:50]([CH2:53][CH2:54][S:55]([CH3:58])(=[O:57])=[O:56])[CH2:49][CH2:48]4)=[CH:46][C:40]=3[O:39][CH2:37][CH3:38])[N:7]=2)[CH:18]=[CH:19][C:20]=1[O:34][CH2:35][CH3:36]. The catalyst class is: 812. (2) Reactant: [C:1]([C:3]1[CH:11]=[CH:10][C:6]([C:7](O)=[O:8])=[C:5]([CH3:12])[CH:4]=1)#[N:2].S(Cl)([Cl:15])=O.CN(C)C=O. Product: [C:1]([C:3]1[CH:11]=[CH:10][C:6]([C:7]([Cl:15])=[O:8])=[C:5]([CH3:12])[CH:4]=1)#[N:2]. The catalyst class is: 11. (3) Reactant: Cl[C:2]1[N:7]=[N:6][C:5]([S:8]([N:11]2[CH2:16][CH2:15][N:14]([C:17]3[CH:22]=[CH:21][C:20]([C:23]([OH:32])([C:28]([F:31])([F:30])[F:29])[C:24]([F:27])([F:26])[F:25])=[CH:19][CH:18]=3)[CH2:13][CH2:12]2)(=[O:10])=[O:9])=[CH:4][CH:3]=1.[OH-].[NH4+:34]. Product: [NH2:34][C:2]1[N:7]=[N:6][C:5]([S:8]([N:11]2[CH2:16][CH2:15][N:14]([C:17]3[CH:22]=[CH:21][C:20]([C:23]([OH:32])([C:28]([F:31])([F:30])[F:29])[C:24]([F:27])([F:26])[F:25])=[CH:19][CH:18]=3)[CH2:13][CH2:12]2)(=[O:10])=[O:9])=[CH:4][CH:3]=1. The catalyst class is: 14. (4) The catalyst class is: 420. Product: [CH3:13][O:12][C:9]1[CH:10]=[C:11]2[C:6](=[CH:7][C:8]=1[O:14][CH3:15])[N:5]=[CH:4][CH:3]=[C:2]2[O:27][C:26]1[C:17]([OH:16])=[N:18][C:19]2[C:24]([CH:25]=1)=[CH:23][CH:22]=[CH:21][CH:20]=2. Reactant: Cl[C:2]1[C:11]2[C:6](=[CH:7][C:8]([O:14][CH3:15])=[C:9]([O:12][CH3:13])[CH:10]=2)[N:5]=[CH:4][CH:3]=1.[OH:16][C:17]1[C:26]([OH:27])=[CH:25][C:24]2[C:19](=[CH:20][CH:21]=[CH:22][CH:23]=2)[N:18]=1.O. (5) Reactant: [CH2:1]([O:8][C:9]([N:11]1[C@@H:15]([C:16]2[CH:21]=[CH:20][C:19]([CH2:22][N:23]3[CH2:28][CH2:27][O:26][CH2:25][CH2:24]3)=[CH:18][CH:17]=2)[CH2:14][CH2:13][C@H:12]1[C:29]([OH:31])=O)=[O:10])[C:2]1[CH:7]=[CH:6][CH:5]=[CH:4][CH:3]=1.CN(C(ON1N=NC2[CH:43]=[CH:44][CH:45]=[N:46]C1=2)=[N+](C)C)C.F[P-](F)(F)(F)(F)F.CCN(C(C)C)C(C)C.[NH2:65][C:66]1[S:67][CH:68]=[C:69]([C:71]2[CH:76]=[CH:75][C:74]([C:77](=[O:79])C)=[CH:73][CH:72]=2)[N:70]=1. Product: [CH2:1]([O:8][C:9]([N:11]1[C@@H:15]([C:16]2[CH:17]=[CH:18][C:19]([CH2:22][N:23]3[CH2:28][CH2:27][O:26][CH2:25][CH2:24]3)=[CH:20][CH:21]=2)[CH2:14][CH2:13][C@H:12]1[C:29](=[O:31])[NH:65][C:66]1[S:67][CH:68]=[C:69]([C:71]2[CH:72]=[CH:73][C:74]([C:77](=[O:79])[NH:46][CH:45]3[CH2:43][CH2:44]3)=[CH:75][CH:76]=2)[N:70]=1)=[O:10])[C:2]1[CH:7]=[CH:6][CH:5]=[CH:4][CH:3]=1. The catalyst class is: 3. (6) Reactant: [F:1][CH:2]([F:40])[O:3][C:4]1[CH:11]=[C:10]([O:12][CH2:13][C:14]2[S:18][C:17]([C:19]3[CH:24]=[CH:23][C:22]([C:25]([F:28])([F:27])[F:26])=[CH:21][CH:20]=3)=[N:16][C:15]=2[CH2:29][N:30]2[CH2:35][CH2:34][CH:33]([C:36]([F:39])([F:38])[F:37])[CH2:32][CH2:31]2)[CH:9]=[CH:8][C:5]=1[C:6]#[N:7].C(N(CC)CC)C.Cl.[NH2:49][OH:50].O. Product: [F:40][CH:2]([F:1])[O:3][C:4]1[CH:11]=[C:10]([O:12][CH2:13][C:14]2[S:18][C:17]([C:19]3[CH:20]=[CH:21][C:22]([C:25]([F:26])([F:27])[F:28])=[CH:23][CH:24]=3)=[N:16][C:15]=2[CH2:29][N:30]2[CH2:31][CH2:32][CH:33]([C:36]([F:39])([F:38])[F:37])[CH2:34][CH2:35]2)[CH:9]=[CH:8][C:5]=1[C:6]([NH:49][OH:50])=[NH:7]. The catalyst class is: 5. (7) Reactant: C([O:5][C:6](=[O:45])[CH2:7][O:8][C:9]1[C:14]([C:15]2[CH:20]=[CH:19][CH:18]=[C:17]([CH3:21])[CH:16]=2)=[CH:13][C:12]([C:22](=[O:37])[NH:23][CH2:24][CH2:25][CH2:26][CH2:27][CH2:28][CH2:29][CH2:30][C:31]2[CH:36]=[CH:35][CH:34]=[CH:33][CH:32]=2)=[CH:11][C:10]=1[C:38]1[CH:43]=[CH:42][CH:41]=[C:40]([CH3:44])[CH:39]=1)(C)(C)C. The catalyst class is: 106. Product: [CH3:21][C:17]1[CH:16]=[C:15]([C:14]2[CH:13]=[C:12]([C:22](=[O:37])[NH:23][CH2:24][CH2:25][CH2:26][CH2:27][CH2:28][CH2:29][CH2:30][C:31]3[CH:32]=[CH:33][CH:34]=[CH:35][CH:36]=3)[CH:11]=[C:10]([C:38]3[CH:43]=[CH:42][CH:41]=[C:40]([CH3:44])[CH:39]=3)[C:9]=2[O:8][CH2:7][C:6]([OH:45])=[O:5])[CH:20]=[CH:19][CH:18]=1.